Dataset: Catalyst prediction with 721,799 reactions and 888 catalyst types from USPTO. Task: Predict which catalyst facilitates the given reaction. Reactant: [NH:1]1[CH:5]=[C:4]([C:6]([O:8][CH2:9][CH3:10])=[O:7])[CH:3]=[N:2]1.[CH2:11]([O:14][C:15]1[CH:20]=[CH:19][CH:18]=[CH:17][C:16]=1[CH2:21]Cl)[CH:12]=[CH2:13].C([O-])([O-])=O.[K+].[K+]. Product: [CH2:11]([O:14][C:15]1[CH:20]=[CH:19][CH:18]=[CH:17][C:16]=1[CH2:21][N:1]1[CH:5]=[C:4]([C:6]([O:8][CH2:9][CH3:10])=[O:7])[CH:3]=[N:2]1)[CH:12]=[CH2:13]. The catalyst class is: 23.